From a dataset of Full USPTO retrosynthesis dataset with 1.9M reactions from patents (1976-2016). Predict the reactants needed to synthesize the given product. (1) Given the product [CH3:1][O:2][C:3]1[CH:8]=[CH:7][C:6]([C:9]2([CH2:15][N:17]3[CH2:18][CH2:19][N:20]([CH3:23])[CH2:21][CH2:22]3)[CH2:14][CH2:13][O:12][CH2:11][CH2:10]2)=[CH:5][CH:4]=1, predict the reactants needed to synthesize it. The reactants are: [CH3:1][O:2][C:3]1[CH:8]=[CH:7][C:6]([C:9]2([C:15]([N:17]3[CH2:22][CH2:21][N:20]([CH3:23])[CH2:19][CH2:18]3)=O)[CH2:14][CH2:13][O:12][CH2:11][CH2:10]2)=[CH:5][CH:4]=1.[H-].[Al+3].[Li+].[H-].[H-].[H-]. (2) Given the product [CH2:28]([N:25]1[CH2:24][CH2:23][N:22]([C:17]2[CH:18]=[C:19]3[C:14](=[CH:15][CH:16]=2)[N:13]=[CH:12][N:11]([C:3]2[CH:4]=[C:5]([CH:9]=[CH:10][C:2]=2[CH3:1])[C:6]([NH:34][C:35]2[CH:39]=[CH:38][O:37][N:36]=2)=[O:8])[C:20]3=[O:21])[CH2:27][CH2:26]1)[CH3:29], predict the reactants needed to synthesize it. The reactants are: [CH3:1][C:2]1[CH:10]=[CH:9][C:5]([C:6]([OH:8])=O)=[CH:4][C:3]=1[N:11]1[C:20](=[O:21])[C:19]2[C:14](=[CH:15][CH:16]=[C:17]([N:22]3[CH2:27][CH2:26][N:25]([CH2:28][CH3:29])[CH2:24][CH2:23]3)[CH:18]=2)[N:13]=[CH:12]1.S(Cl)(Cl)=O.[NH2:34][C:35]1[CH:39]=[CH:38][O:37][N:36]=1.C(N(CC)C(C)C)(C)C. (3) Given the product [Si:1]([O:8][C@H:9]1[C@H:13]2[O:14][CH2:15][C@@H:16]([O:17][C:18]3[N:40]([CH2:41][O:42][CH2:43][CH2:44][Si:45]([CH3:48])([CH3:47])[CH3:46])[C:21]4=[N:22][C:23]([C:27]5[CH:32]=[CH:31][C:30]([C@H:33]6[CH2:38][CH2:37][C@H:36]([NH:39][C:57](=[O:58])[O:59][CH3:60])[CH2:35][CH2:34]6)=[CH:29][CH:28]=5)=[C:24]([Cl:26])[CH:25]=[C:20]4[N:19]=3)[C@H:12]2[O:11][CH2:10]1)([C:4]([CH3:6])([CH3:7])[CH3:5])([CH3:3])[CH3:2], predict the reactants needed to synthesize it. The reactants are: [Si:1]([O:8][C@H:9]1[C@H:13]2[O:14][CH2:15][C@@H:16]([O:17][C:18]3[N:40]([CH2:41][O:42][CH2:43][CH2:44][Si:45]([CH3:48])([CH3:47])[CH3:46])[C:21]4=[N:22][C:23]([C:27]5[CH:32]=[CH:31][C:30]([C@H:33]6[CH2:38][CH2:37][C@H:36]([NH2:39])[CH2:35][CH2:34]6)=[CH:29][CH:28]=5)=[C:24]([Cl:26])[CH:25]=[C:20]4[N:19]=3)[C@H:12]2[O:11][CH2:10]1)([C:4]([CH3:7])([CH3:6])[CH3:5])([CH3:3])[CH3:2].C(N(CC)CC)C.Cl[C:57]([O:59][CH3:60])=[O:58]. (4) Given the product [NH:1]1[C:9]2[C:4](=[CH:5][C:6]([O:10][C:11]3[C:20]4[C:15](=[CH:16][C:17]([O:23][CH2:24][CH2:25][CH2:26][N:27]5[CH2:32][CH2:31][NH:30][CH2:29][CH2:28]5)=[C:18]([O:21][CH3:22])[CH:19]=4)[N:14]=[CH:13][N:12]=3)=[CH:7][N:8]=2)[CH:3]=[CH:2]1, predict the reactants needed to synthesize it. The reactants are: [NH:1]1[C:9]2[C:4](=[CH:5][C:6]([O:10][C:11]3[C:20]4[C:15](=[CH:16][C:17]([O:23][CH2:24][CH2:25][CH2:26][N:27]5[CH2:32][CH2:31][N:30](C(OC(C)(C)C)=O)[CH2:29][CH2:28]5)=[C:18]([O:21][CH3:22])[CH:19]=4)[N:14]=[CH:13][N:12]=3)=[CH:7][N:8]=2)[CH:3]=[CH:2]1.FC(F)(F)C(O)=O. (5) Given the product [F:15][C:16]1[CH:17]=[CH:18]/[C:19](=[N:22]\[S:23]([C:26]2[CH:31]=[CH:30][C:29]([CH3:32])=[CH:28][CH:27]=2)(=[O:25])=[O:24])/[N:20]([CH2:11][C:12]([NH2:14])=[O:13])[CH:21]=1, predict the reactants needed to synthesize it. The reactants are: C(N(C(C)C)CC)(C)C.I[CH2:11][C:12]([NH2:14])=[O:13].[F:15][C:16]1[CH:17]=[CH:18]/[C:19](=[N:22]\[S:23]([C:26]2[CH:31]=[CH:30][C:29]([CH3:32])=[CH:28][CH:27]=2)(=[O:25])=[O:24])/[NH:20][CH:21]=1. (6) The reactants are: [NH2:1][CH2:2][C:3]([NH:5][CH:6]([CH3:8])[CH3:7])=[O:4].[OH:9][C:10]1[CH:21]=[CH:20][C:13]2[NH:14]C(=O)[O:16][C:17](=O)[C:12]=2[CH:11]=1. Given the product [NH2:14][C:13]1[CH:20]=[CH:21][C:10]([OH:9])=[CH:11][C:12]=1[C:17]([NH:1][CH2:2][C:3](=[O:4])[NH:5][CH:6]([CH3:8])[CH3:7])=[O:16], predict the reactants needed to synthesize it. (7) Given the product [Cl:27][C:24]1[CH:25]=[CH:26][C:21]([S:20][C:4]2[C:3]3[C:2]([C:33]4[N:29]([CH3:28])[N:30]=[CH:31][CH:32]=4)=[CH:10][C:9]([F:11])=[CH:8][C:7]=3[N:6]3[CH2:12][CH2:13][CH:14]([CH2:15][C:16]([OH:18])=[O:17])[C:5]=23)=[CH:22][CH:23]=1, predict the reactants needed to synthesize it. The reactants are: Br[C:2]1[C:3]2[C:4]([S:20][C:21]3[CH:26]=[CH:25][C:24]([Cl:27])=[CH:23][CH:22]=3)=[C:5]3[CH:14]([CH2:15][C:16]([O:18]C)=[O:17])[CH2:13][CH2:12][N:6]3[C:7]=2[CH:8]=[C:9]([F:11])[CH:10]=1.[CH3:28][N:29]1[C:33]([Sn](CCCC)(CCCC)CCCC)=[CH:32][CH:31]=[N:30]1. (8) Given the product [C:15]([C:17]1[CH:18]=[C:19]([NH:23][C:24]([NH:6][C:5]2[CH:7]=[CH:8][C:9]([C:10]3[O:14][CH:13]=[N:12][CH:11]=3)=[C:3]([O:2][CH3:1])[CH:4]=2)=[O:25])[CH:20]=[CH:21][CH:22]=1)#[N:16], predict the reactants needed to synthesize it. The reactants are: [CH3:1][O:2][C:3]1[CH:4]=[C:5]([CH:7]=[CH:8][C:9]=1[C:10]1[O:14][CH:13]=[N:12][CH:11]=1)[NH2:6].[C:15]([C:17]1[CH:18]=[C:19]([N:23]=[C:24]=[O:25])[CH:20]=[CH:21][CH:22]=1)#[N:16].